From a dataset of Peptide-MHC class I binding affinity with 185,985 pairs from IEDB/IMGT. Regression. Given a peptide amino acid sequence and an MHC pseudo amino acid sequence, predict their binding affinity value. This is MHC class I binding data. (1) The peptide sequence is VTDNNRSFY. The MHC is HLA-A03:01 with pseudo-sequence HLA-A03:01. The binding affinity (normalized) is 0.346. (2) The peptide sequence is DTLKVGNTY. The MHC is HLA-B58:01 with pseudo-sequence HLA-B58:01. The binding affinity (normalized) is 0.0847. (3) The peptide sequence is QSPSLQYLAL. The MHC is Mamu-A01 with pseudo-sequence Mamu-A01. The binding affinity (normalized) is 0.599.